This data is from Reaction yield outcomes from USPTO patents with 853,638 reactions. The task is: Predict the reaction yield, written as a fraction of the theoretical maximum amount of product (1.0 means a 100% yield; for example, 0.34 means a 34% yield). (1) The reactants are [F:1][C:2]([F:35])([F:34])[C:3]1[CH:4]=[C:5]([C:13]([CH3:33])([CH3:32])[C:14]([N:16]([C:18]2[CH:19]=[N:20][C:21]([Cl:31])=[CH:22][C:23]=2[C:24]2[CH:29]=[CH:28][CH:27]=[CH:26][C:25]=2[CH3:30])[CH3:17])=[O:15])[CH:6]=[C:7]([C:9]([F:12])([F:11])[F:10])[CH:8]=1.C1C=C(Cl)C=C(C(OO)=[O:44])C=1.[OH-].[Na+]. The catalyst is C(Cl)Cl. The product is [F:35][C:2]([F:1])([F:34])[C:3]1[CH:4]=[C:5]([C:13]([CH3:33])([CH3:32])[C:14]([N:16]([C:18]2[C:23]([C:24]3[CH:29]=[CH:28][CH:27]=[CH:26][C:25]=3[CH3:30])=[CH:22][C:21]([Cl:31])=[N+:20]([O-:44])[CH:19]=2)[CH3:17])=[O:15])[CH:6]=[C:7]([C:9]([F:11])([F:10])[F:12])[CH:8]=1. The yield is 0.964. (2) The reactants are [F:1][CH2:2][CH2:3][O:4][C:5]1[CH:10]=[CH:9][C:8]([N:11]2[CH2:16][CH2:15][NH:14][CH2:13][CH2:12]2)=[CH:7][CH:6]=1.C(N(C(C)C)CC)(C)C.[N:26]1([C:31](=N)[NH2:32])C=CC=N1. The catalyst is C(#N)C. The product is [F:1][CH2:2][CH2:3][O:4][C:5]1[CH:6]=[CH:7][C:8]([N:11]2[CH2:12][CH2:13][N:14]([C:31]([NH2:32])=[NH:26])[CH2:15][CH2:16]2)=[CH:9][CH:10]=1. The yield is 0.580. (3) The reactants are [N:1]1([C:6]([O:8][C:9]([CH3:12])([CH3:11])[CH3:10])=[O:7])[CH2:5][CH:4]=[CH:3][CH2:2]1.[N+](=[CH:15][C:16]([O:18][CH2:19][CH3:20])=[O:17])=[N-]. The catalyst is C(Cl)Cl. The product is [CH:3]12[CH:15]([C:16]([O:18][CH2:19][CH3:20])=[O:17])[CH:4]1[CH2:5][N:1]([C:6]([O:8][C:9]([CH3:12])([CH3:11])[CH3:10])=[O:7])[CH2:2]2. The yield is 0.440. (4) The reactants are [NH2:1][C:2]1[CH:11]=[CH:10][C:5]([C:6]([O:8][CH3:9])=[O:7])=[CH:4][CH:3]=1.[O:12]1[CH2:16][CH2:15][CH2:14][S:13]1(=[O:18])=[O:17]. No catalyst specified. The product is [CH3:9][O:8][C:6](=[O:7])[C:5]1[CH:4]=[CH:3][C:2]([NH:1][CH2:16][CH2:15][CH2:14][S:13]([OH:18])(=[O:17])=[O:12])=[CH:11][CH:10]=1. The yield is 0.710.